Regression. Given a peptide amino acid sequence and an MHC pseudo amino acid sequence, predict their binding affinity value. This is MHC class II binding data. From a dataset of Peptide-MHC class II binding affinity with 134,281 pairs from IEDB. (1) The peptide sequence is DLGRNEVVNDVSTFS. The MHC is HLA-DQA10501-DQB10201 with pseudo-sequence HLA-DQA10501-DQB10201. The binding affinity (normalized) is 0.332. (2) The peptide sequence is VSWEEEAEISGSSAR. The MHC is HLA-DQA10601-DQB10402 with pseudo-sequence HLA-DQA10601-DQB10402. The binding affinity (normalized) is 0. (3) The peptide sequence is ASLMRGLSSRKRRSH. The MHC is DRB3_0101 with pseudo-sequence DRB3_0101. The binding affinity (normalized) is 0. (4) The MHC is HLA-DQA10102-DQB10602 with pseudo-sequence HLA-DQA10102-DQB10602. The binding affinity (normalized) is 0.454. The peptide sequence is RGYFKMRTGKSSIMRS. (5) The peptide sequence is QISGVDLGLPNWGKY. The MHC is HLA-DQA10102-DQB10602 with pseudo-sequence HLA-DQA10102-DQB10602. The binding affinity (normalized) is 0.190.